This data is from Retrosynthesis with 50K atom-mapped reactions and 10 reaction types from USPTO. The task is: Predict the reactants needed to synthesize the given product. (1) Given the product O=C1COc2ccc(C3=C(c4ccc(F)cc4)C(=O)N(c4ccccn4)C3=O)cc2N1, predict the reactants needed to synthesize it. The reactants are: Nc1ccccn1.O=C1COc2ccc(C3=C(c4ccc(F)cc4)C(=O)OC3=O)cc2N1. (2) Given the product COc1cc(NC(=O)Cn2cnc3cccc([N+](=O)[O-])c32)cc(OCCN2CCCC2=O)c1, predict the reactants needed to synthesize it. The reactants are: COc1cc(N)cc(OCCN2CCCC2=O)c1.O=C(O)Cn1cnc2cccc([N+](=O)[O-])c21. (3) Given the product NCc1ccc(CCO)cc1, predict the reactants needed to synthesize it. The reactants are: N#Cc1ccc(CCO)cc1. (4) Given the product COc1ccc(C)cc1NC(=O)Nc1ccc(N2CCN(C(=O)Nc3c(C)cccc3C(=O)O)CC2)cc1, predict the reactants needed to synthesize it. The reactants are: COC(=O)c1cccc(C)c1NC(=O)N1CCN(c2ccc(NC(=O)Nc3cc(C)ccc3OC)cc2)CC1. (5) Given the product COc1ccc(N2CCOCC2)cc1NC(=O)c1ncc[nH]1, predict the reactants needed to synthesize it. The reactants are: COc1ccc(N2CCOCC2)cc1N.O=C(O)c1ncc[nH]1. (6) Given the product CSc1ncc(C=O)c(NC(C)C)n1, predict the reactants needed to synthesize it. The reactants are: CSc1ncc(CO)c(NC(C)C)n1. (7) Given the product CN1C(c2nc3c(C(N)=O)cccc3[nH]2)CCC12CC2, predict the reactants needed to synthesize it. The reactants are: C=O.NC(=O)c1cccc2[nH]c(C3CCC4(CC4)N3)nc12. (8) The reactants are: COC(=O)[C@H](CCC(N)=O)NC(=O)OCc1ccccc1. Given the product COC(=O)[C@H](CCC#N)NC(=O)OCc1ccccc1, predict the reactants needed to synthesize it. (9) Given the product COC(=O)c1ccc(N)cc1O, predict the reactants needed to synthesize it. The reactants are: CO.Nc1ccc(C(=O)O)c(O)c1. (10) Given the product Cc1onc(-c2ccccc2)c1-c1cn(-c2ccc([N+](=O)[O-])cc2)c(CO)n1, predict the reactants needed to synthesize it. The reactants are: Cc1onc(-c2ccccc2)c1-c1cn(-c2ccc([N+](=O)[O-])cc2)c(COCc2ccccc2)n1.